From a dataset of Catalyst prediction with 721,799 reactions and 888 catalyst types from USPTO. Predict which catalyst facilitates the given reaction. (1) Reactant: C(Cl)(=O)C(Cl)=O.[Si:7]([O:24][CH2:25][CH2:26][CH2:27][CH:28]([C:36]1[CH:43]=[CH:42][C:39]([C:40]#[N:41])=[CH:38][CH:37]=1)[N:29]1[C:33]([CH2:34][OH:35])=[CH:32][N:31]=[CH:30]1)([C:20]([CH3:23])([CH3:22])[CH3:21])([C:14]1[CH:19]=[CH:18][CH:17]=[CH:16][CH:15]=1)[C:8]1[CH:13]=[CH:12][CH:11]=[CH:10][CH:9]=1.C(N(CC)CC)C.C(=O)(O)[O-].[Na+]. Product: [Si:7]([O:24][CH2:25][CH2:26][CH2:27][CH:28]([C:36]1[CH:37]=[CH:38][C:39]([C:40]#[N:41])=[CH:42][CH:43]=1)[N:29]1[C:33]([CH:34]=[O:35])=[CH:32][N:31]=[CH:30]1)([C:20]([CH3:23])([CH3:21])[CH3:22])([C:8]1[CH:9]=[CH:10][CH:11]=[CH:12][CH:13]=1)[C:14]1[CH:19]=[CH:18][CH:17]=[CH:16][CH:15]=1. The catalyst class is: 583. (2) Reactant: Br[C:2]1[CH:3]=[CH:4][C:5]([C:8]2[CH2:12][C@@H:11]([CH2:13][O:14][CH2:15][CH2:16][N:17]([CH3:26])[CH2:18][C:19]([O:21][C:22]([CH3:25])([CH3:24])[CH3:23])=[O:20])[O:10][N:9]=2)=[N:6][CH:7]=1.[F:27][C:28]1[CH:29]=[C:30]([N:43]2[CH2:47][C@H:46]([CH2:48][N:49]3[CH:53]=[CH:52][N:51]=[N:50]3)[O:45][C:44]2=[O:54])[CH:31]=[CH:32][C:33]=1B1OC(C)(C)C(C)(C)O1.C(=O)([O-])[O-].[K+].[K+]. Product: [F:27][C:28]1[CH:29]=[C:30]([N:43]2[CH2:47][C@H:46]([CH2:48][N:49]3[CH:53]=[CH:52][N:51]=[N:50]3)[O:45][C:44]2=[O:54])[CH:31]=[CH:32][C:33]=1[C:2]1[CH:3]=[CH:4][C:5]([C:8]2[CH2:12][C@@H:11]([CH2:13][O:14][CH2:15][CH2:16][N:17]([CH3:26])[CH2:18][C:19]([O:21][C:22]([CH3:25])([CH3:24])[CH3:23])=[O:20])[O:10][N:9]=2)=[N:6][CH:7]=1. The catalyst class is: 128.